This data is from Reaction yield outcomes from USPTO patents with 853,638 reactions. The task is: Predict the reaction yield, written as a fraction of the theoretical maximum amount of product (1.0 means a 100% yield; for example, 0.34 means a 34% yield). (1) The reactants are [F:1][C:2]1[CH:7]=[CH:6][C:5]([C:8]2[S:9][C:10]3[N:11]=[CH:12][N:13]=[C:14]([N:17]4[CH2:22][CH2:21][NH:20][CH2:19][CH2:18]4)[C:15]=3[N:16]=2)=[CH:4][CH:3]=1.[Cl:23][C:24]1[CH:34]=[CH:33][C:27]([O:28][CH2:29][C:30](O)=[O:31])=[CH:26][CH:25]=1. No catalyst specified. The product is [F:1][C:2]1[CH:7]=[CH:6][C:5]([C:8]2[S:9][C:10]3[N:11]=[CH:12][N:13]=[C:14]([N:17]4[CH2:22][CH2:21][N:20]([C:30](=[O:31])[CH2:29][O:28][C:27]5[CH:33]=[CH:34][C:24]([Cl:23])=[CH:25][CH:26]=5)[CH2:19][CH2:18]4)[C:15]=3[N:16]=2)=[CH:4][CH:3]=1. The yield is 0.480. (2) The reactants are [CH2:1]([N:3]1[C:7]2[CH:8]=[CH:9][CH:10]=[CH:11][C:6]=2[N:5]=[C:4]1[CH3:12])[CH3:2].[Se](=O)=[O:14]. No catalyst specified. The product is [CH2:1]([N:3]1[C:7]2[CH:8]=[CH:9][CH:10]=[CH:11][C:6]=2[N:5]=[C:4]1[CH:12]=[O:14])[CH3:2]. The yield is 0.520. (3) The reactants are [H-].[Na+].[OH:3][CH2:4][CH:5]([CH2:7][OH:8])[OH:6].[CH3:9][C:10]([CH2:25][CH2:26][CH2:27][CH:28]([CH3:35])[CH2:29][CH2:30][CH2:31][CH:32]([CH3:34])[CH3:33])=[CH:11][CH2:12][CH2:13]OS(C1C=CC(C)=CC=1)(=O)=O.O. The catalyst is CN(C)C=O. The product is [CH3:9][C:10]([CH2:25][CH2:26][CH2:27][CH:28]([CH3:35])[CH2:29][CH2:30][CH2:31][CH:32]([CH3:34])[CH3:33])=[CH:11][CH2:12][CH2:13][O:3][CH2:4][CH:5]([CH2:7][OH:8])[OH:6]. The yield is 0.0600. (4) The reactants are C([C:8]([NH2:12])([OH:11])[CH2:9][CH3:10])(OC(C)(C)C)=O.[CH:13]1[CH:14]=[CH:15][C:16]([NH:23][C:24]2[C:25]([Cl:31])=[CH:26][CH:27]=[CH:28][C:29]=2[Cl:30])=[C:17]([CH2:19][C:20]([OH:22])=[O:21])[CH:18]=1.[ClH:32].C(OCC)(=O)C.C(OCC)C. The catalyst is ClCCl. The product is [NH2:12][CH:8]([OH:11])[CH2:9][CH3:10].[CH:13]1[CH:14]=[CH:15][C:16]([NH:23][C:24]2[C:29]([Cl:30])=[CH:28][CH:27]=[CH:26][C:25]=2[Cl:31])=[C:17]([CH2:19][C:20]([OH:22])=[O:21])[CH:18]=1.[ClH:32]. The yield is 0.900. (5) The reactants are C[O:2][C:3]1[CH:12]=[C:11]2[C:6]([CH2:7][CH2:8][CH:9]([N:13]([CH2:17][CH2:18][N:19]3[CH2:24][CH2:23][NH:22][CH2:21][CH2:20]3)[CH2:14][CH2:15][CH3:16])[CH2:10]2)=[CH:5][CH:4]=1.B(Br)(Br)Br.C([O-])(O)=O.[Na+].CO. The catalyst is C(Cl)Cl.CCN(CC)CC. The product is [N:19]1([CH2:18][CH2:17][N:13]([CH2:14][CH2:15][CH3:16])[CH:9]2[CH2:10][C:11]3[CH:12]=[C:3]([OH:2])[CH:4]=[CH:5][C:6]=3[CH2:7][CH2:8]2)[CH2:24][CH2:23][NH:22][CH2:21][CH2:20]1. The yield is 0.840. (6) The reactants are [C:1]1([N:7]2[C:12](=[O:13])[C:11]3[S:14][CH:15]=[C:16]([C:17]4[CH:22]=[CH:21][CH:20]=[CH:19][CH:18]=4)[C:10]=3[N:9]=[CH:8]2)[CH:6]=[CH:5][CH:4]=[CH:3][CH:2]=1.NC1C(C2C=CC=CC=2)=CSC=1[C:35](OC)=[O:36].C(OCC)(OCC)OCC.COC1C=CC=C(N)C=1. The catalyst is C(O)(=O)C. The product is [CH3:35][O:36][C:3]1[CH:2]=[C:1]([N:7]2[C:12](=[O:13])[C:11]3[S:14][CH:15]=[C:16]([C:17]4[CH:18]=[CH:19][CH:20]=[CH:21][CH:22]=4)[C:10]=3[N:9]=[CH:8]2)[CH:6]=[CH:5][CH:4]=1. The yield is 0.830.